This data is from NCI-60 drug combinations with 297,098 pairs across 59 cell lines. The task is: Regression. Given two drug SMILES strings and cell line genomic features, predict the synergy score measuring deviation from expected non-interaction effect. (1) Drug 1: C1=NC(=NC(=O)N1C2C(C(C(O2)CO)O)O)N. Drug 2: CC1CCC2CC(C(=CC=CC=CC(CC(C(=O)C(C(C(=CC(C(=O)CC(OC(=O)C3CCCCN3C(=O)C(=O)C1(O2)O)C(C)CC4CCC(C(C4)OC)OCCO)C)C)O)OC)C)C)C)OC. Cell line: SN12C. Synergy scores: CSS=8.46, Synergy_ZIP=2.06, Synergy_Bliss=12.7, Synergy_Loewe=2.18, Synergy_HSA=1.41. (2) Cell line: SK-MEL-5. Synergy scores: CSS=-0.785, Synergy_ZIP=0.666, Synergy_Bliss=1.13, Synergy_Loewe=-1.75, Synergy_HSA=-1.36. Drug 1: CC12CCC3C(C1CCC2O)C(CC4=C3C=CC(=C4)O)CCCCCCCCCS(=O)CCCC(C(F)(F)F)(F)F. Drug 2: CC(C)CN1C=NC2=C1C3=CC=CC=C3N=C2N. (3) Drug 1: CCN(CC)CCNC(=O)C1=C(NC(=C1C)C=C2C3=C(C=CC(=C3)F)NC2=O)C. Drug 2: C1CNP(=O)(OC1)N(CCCl)CCCl. Cell line: NCI-H522. Synergy scores: CSS=-7.69, Synergy_ZIP=4.67, Synergy_Bliss=0.0593, Synergy_Loewe=-9.64, Synergy_HSA=-9.98. (4) Drug 1: CC1=C2C(C(=O)C3(C(CC4C(C3C(C(C2(C)C)(CC1OC(=O)C(C(C5=CC=CC=C5)NC(=O)OC(C)(C)C)O)O)OC(=O)C6=CC=CC=C6)(CO4)OC(=O)C)OC)C)OC. Drug 2: CC12CCC3C(C1CCC2=O)CC(=C)C4=CC(=O)C=CC34C. Cell line: COLO 205. Synergy scores: CSS=66.1, Synergy_ZIP=-1.95, Synergy_Bliss=-5.65, Synergy_Loewe=-4.41, Synergy_HSA=-3.88. (5) Drug 1: C1=CN(C=N1)CC(O)(P(=O)(O)O)P(=O)(O)O. Drug 2: C#CCC(CC1=CN=C2C(=N1)C(=NC(=N2)N)N)C3=CC=C(C=C3)C(=O)NC(CCC(=O)O)C(=O)O. Cell line: MCF7. Synergy scores: CSS=-1.73, Synergy_ZIP=0.616, Synergy_Bliss=-0.0779, Synergy_Loewe=-3.10, Synergy_HSA=-2.45.